From a dataset of Reaction yield outcomes from USPTO patents with 853,638 reactions. Predict the reaction yield, written as a fraction of the theoretical maximum amount of product (1.0 means a 100% yield; for example, 0.34 means a 34% yield). (1) The reactants are [CH3:1][N:2]([C:11]1[CH:12]=[CH:13][CH:14]=[C:15]2[C:19]=1[NH:18][C:17]([C:20]1[S:21][CH:22]([CH2:25][C:26](=[O:33])[N:27]3[CH2:32][CH2:31][S:30][CH2:29][CH2:28]3)[CH2:23][N:24]=1)=[CH:16]2)[S:3]([C:6]1[S:7][CH:8]=[CH:9][CH:10]=1)(=[O:5])=[O:4].[OH:34]OS([O-])=O.[K+].S([O-])([O-])=O.[Na+].[Na+].[OH2:46]. The catalyst is O1CCCC1.C(O)C. The product is [O:46]=[S:30]1(=[O:34])[CH2:29][CH2:28][N:27]([C:26](=[O:33])[CH2:25][CH:22]2[S:21][C:20]([C:17]3[NH:18][C:19]4[C:15]([CH:16]=3)=[CH:14][CH:13]=[CH:12][C:11]=4[N:2]([CH3:1])[S:3]([C:6]3[S:7][CH:8]=[CH:9][CH:10]=3)(=[O:5])=[O:4])=[N:24][CH2:23]2)[CH2:32][CH2:31]1. The yield is 0.440. (2) The reactants are [CH2:1]([O:8][C:9]1[CH:18]=[C:17]2[C:12]([C:13]([O:19][C:20]3[CH:26]=[CH:25][C:23]([NH2:24])=[C:22]([Cl:27])[CH:21]=3)=[N:14][CH:15]=[N:16]2)=[CH:11][C:10]=1[O:28][CH3:29])[C:2]1[CH:7]=[CH:6][CH:5]=[CH:4][CH:3]=1.C(N(CC)CC)C.ClC(Cl)(O[C:41](=[O:47])OC(Cl)(Cl)Cl)Cl.[CH2:49]([NH2:52])[CH2:50][CH3:51]. The catalyst is C(Cl)(Cl)Cl. The product is [CH2:1]([O:8][C:9]1[CH:18]=[C:17]2[C:12]([C:13]([O:19][C:20]3[CH:26]=[CH:25][C:23]([NH:24][C:41]([NH:52][CH2:49][CH2:50][CH3:51])=[O:47])=[C:22]([Cl:27])[CH:21]=3)=[N:14][CH:15]=[N:16]2)=[CH:11][C:10]=1[O:28][CH3:29])[C:2]1[CH:7]=[CH:6][CH:5]=[CH:4][CH:3]=1. The yield is 0.630. (3) The reactants are [CH2:1]([N:3]1CN(C)C[N:5]([C:10]2[S:11][C:12]3[C:18]([CH2:19][O:20][CH2:21][CH2:22][O:23][CH3:24])=[CH:17][C:16]([C:25]4[CH:26]=[N:27][C:28]([N:31]5[CH2:36][CH2:35][C:34]([CH3:42])([C:37]([O:39]CC)=[O:38])[CH2:33][CH2:32]5)=[N:29][CH:30]=4)=[CH:15][C:13]=3[N:14]=2)[C:4]1=[O:43])[CH3:2].[OH-].[Na+].Cl. The catalyst is CCO. The product is [CH2:1]([NH:3][C:4]([NH:5][C:10]1[S:11][C:12]2[C:18]([CH2:19][O:20][CH2:21][CH2:22][O:23][CH3:24])=[CH:17][C:16]([C:25]3[CH:26]=[N:27][C:28]([N:31]4[CH2:32][CH2:33][C:34]([CH3:42])([C:37]([OH:39])=[O:38])[CH2:35][CH2:36]4)=[N:29][CH:30]=3)=[CH:15][C:13]=2[N:14]=1)=[O:43])[CH3:2]. The yield is 0.810. (4) The reactants are Cl[C:2]1[CH:7]=[C:6]([I:8])[CH:5]=[C:4]([Cl:9])[N:3]=1.[NH2:10][CH:11]1[CH2:16][CH2:15][CH2:14][N:13]([C:17]([O:19][C:20]([CH3:23])([CH3:22])[CH3:21])=[O:18])[CH2:12]1. The catalyst is O. The product is [Cl:9][C:4]1[N:3]=[C:2]([NH:10][CH:11]2[CH2:16][CH2:15][CH2:14][N:13]([C:17]([O:19][C:20]([CH3:23])([CH3:22])[CH3:21])=[O:18])[CH2:12]2)[CH:7]=[C:6]([I:8])[CH:5]=1. The yield is 0.430.